From a dataset of Catalyst prediction with 721,799 reactions and 888 catalyst types from USPTO. Predict which catalyst facilitates the given reaction. Reactant: [CH3:1][O:2][C:3]1[CH:4]=[CH:5][C:6]([NH2:9])=[N:7][CH:8]=1.[N:10]([C:13]([O:15][CH2:16][CH3:17])=[O:14])=[C:11]=[S:12]. Product: [CH3:1][O:2][C:3]1[CH:4]=[CH:5][C:6]([NH:9][C:11]([NH:10][C:13](=[O:14])[O:15][CH2:16][CH3:17])=[S:12])=[N:7][CH:8]=1. The catalyst class is: 58.